The task is: Predict the reaction yield, written as a fraction of the theoretical maximum amount of product (1.0 means a 100% yield; for example, 0.34 means a 34% yield).. This data is from Reaction yield outcomes from USPTO patents with 853,638 reactions. (1) The reactants are [Cl:1][C:2]1[CH:7]=[CH:6][CH:5]=[CH:4][C:3]=1[CH2:8][C:9]([OH:11])=[O:10].C1C(=O)N([Br:19])C(=O)C1.C(OOC(=O)C1C=CC=CC=1)(=O)C1C=CC=CC=1. The catalyst is C(Cl)(Cl)(Cl)Cl. The product is [Br:19][CH:8]([C:3]1[CH:4]=[CH:5][CH:6]=[CH:7][C:2]=1[Cl:1])[C:9]([OH:11])=[O:10]. The yield is 0.480. (2) The reactants are [NH:1]([C:3]1[CH:8]=[C:7]([C:9]#[N:10])[CH:6]=[CH:5][N:4]=1)[NH2:2].C([O:13][C:14](=O)[CH:15]([CH3:19])[C:16](=O)[CH3:17])C. The catalyst is CCO.CC(O)=O. The product is [OH:13][C:14]1[N:1]([C:3]2[CH:8]=[C:7]([C:9]#[N:10])[CH:6]=[CH:5][N:4]=2)[N:2]=[C:16]([CH3:17])[C:15]=1[CH3:19]. The yield is 0.470. (3) The reactants are P(Br)(Br)[Br:2].[Cl:5][C:6]1[C:15]2[C:10](=[CH:11][C:12]([O:16][CH3:17])=[CH:13][CH:14]=2)[CH:9]=[CH:8][C:7]=1[CH2:18]O.O. The catalyst is C(Cl)Cl. The product is [Br:2][CH2:18][C:7]1[CH:8]=[CH:9][C:10]2[C:15](=[CH:14][CH:13]=[C:12]([O:16][CH3:17])[CH:11]=2)[C:6]=1[Cl:5]. The yield is 0.650. (4) The reactants are [Br:1]Br.[Cl:3][CH2:4][CH2:5][CH2:6][O:7][C:8]1[CH:13]=[CH:12][C:11]([C:14](=[O:17])[CH2:15][CH3:16])=[CH:10][CH:9]=1. The catalyst is O1CCOCC1.O. The product is [Br:1][CH:15]([CH3:16])[C:14]([C:11]1[CH:12]=[CH:13][C:8]([O:7][CH2:6][CH2:5][CH2:4][Cl:3])=[CH:9][CH:10]=1)=[O:17]. The yield is 1.00. (5) The reactants are [CH:1]([C:9]1[CH:10]=[CH:11][C:12]2[O:13][CH2:14][C:15](=[O:19])[NH:16][C:17]=2[N:18]=1)=CC1C=CC=CC=1.BrC1C=CC2[O:25]CC(=O)NC=2N=1.C1(/C=C/B(O)O)C=CC=CC=1.C([O-])([O-])=O.[K+].[K+]. The catalyst is O1CCOCC1.O.CCOC(C)=O.C1C=CC([P]([Pd]([P](C2C=CC=CC=2)(C2C=CC=CC=2)C2C=CC=CC=2)([P](C2C=CC=CC=2)(C2C=CC=CC=2)C2C=CC=CC=2)[P](C2C=CC=CC=2)(C2C=CC=CC=2)C2C=CC=CC=2)(C2C=CC=CC=2)C2C=CC=CC=2)=CC=1. The product is [O:19]=[C:15]1[CH2:14][O:13][C:12]2[CH:11]=[CH:10][C:9]([CH:1]=[O:25])=[N:18][C:17]=2[NH:16]1. The yield is 0.430.